This data is from Forward reaction prediction with 1.9M reactions from USPTO patents (1976-2016). The task is: Predict the product of the given reaction. (1) Given the reactants [F:1][C:2]1[CH:7]=[CH:6][C:5]([C:8]2[N:12]([CH3:13])[N:11]=[CH:10][C:9]=2[C:14]2[S:15][CH:16]=[C:17]([CH2:19][C:20]([O:22]CC)=[O:21])[N:18]=2)=[CH:4][CH:3]=1.[OH-].[Na+], predict the reaction product. The product is: [F:1][C:2]1[CH:7]=[CH:6][C:5]([C:8]2[N:12]([CH3:13])[N:11]=[CH:10][C:9]=2[C:14]2[S:15][CH:16]=[C:17]([CH2:19][C:20]([OH:22])=[O:21])[N:18]=2)=[CH:4][CH:3]=1. (2) Given the reactants [CH:1]([C:3]1[CH:25]=[CH:24][C:6]([O:7][CH2:8][C:9]([N:11]2[CH2:16][CH2:15][N:14](C(OC(C)(C)C)=O)[CH2:13][CH2:12]2)=[O:10])=[CH:5][CH:4]=1)=[O:2].O=C(N1CCNCC1)COC1C=C(C=CC=1)C=O, predict the reaction product. The product is: [O:10]=[C:9]([N:11]1[CH2:16][CH2:15][NH:14][CH2:13][CH2:12]1)[CH2:8][O:7][C:6]1[CH:5]=[CH:4][C:3]([CH:1]=[O:2])=[CH:25][CH:24]=1. (3) Given the reactants [OH:1][CH2:2][C@@H:3]1[CH2:7][CH2:6][CH2:5][N:4]1[C:8]([O:10][CH2:11][C:12]1[CH:17]=[CH:16][CH:15]=[CH:14][CH:13]=1)=[O:9].CCN(CC)CC.[S:25](Cl)([C:28]1[CH:34]=[CH:33][C:31]([CH3:32])=[CH:30][CH:29]=1)(=[O:27])=[O:26].C(OCC)C, predict the reaction product. The product is: [CH3:32][C:31]1[CH:33]=[CH:34][C:28]([S:25]([O:1][CH2:2][C@@H:3]2[CH2:7][CH2:6][CH2:5][N:4]2[C:8]([O:10][CH2:11][C:12]2[CH:17]=[CH:16][CH:15]=[CH:14][CH:13]=2)=[O:9])(=[O:27])=[O:26])=[CH:29][CH:30]=1.